From a dataset of Reaction yield outcomes from USPTO patents with 853,638 reactions. Predict the reaction yield, written as a fraction of the theoretical maximum amount of product (1.0 means a 100% yield; for example, 0.34 means a 34% yield). (1) The reactants are N/[C:2](/[CH3:6])=[CH:3]\[C:4]#[N:5].[O:7]1[CH2:12][CH2:11][CH:10]([NH:13][NH2:14])[CH2:9][CH2:8]1.C(N(CC)CC)C. The catalyst is C(O)C. The product is [CH3:6][C:2]1[CH:3]=[C:4]([NH2:5])[N:13]([CH:10]2[CH2:11][CH2:12][O:7][CH2:8][CH2:9]2)[N:14]=1. The yield is 0.570. (2) The reactants are [F:1][C:2]([F:6])([F:5])[CH2:3][OH:4].CC(C)([O-])C.[Na+].Cl[C:14]1[CH:22]=[CH:21][CH:20]=[CH:19][C:15]=1[C:16]([OH:18])=[O:17].Cl.C. The catalyst is C(OCC)(=O)C.O.CN(C=O)C. The product is [F:1][C:2]([F:6])([F:5])[CH2:3][O:4][C:14]1[CH:22]=[CH:21][CH:20]=[CH:19][C:15]=1[C:16]([OH:18])=[O:17]. The yield is 0.880. (3) The reactants are [NH2:1][C:2]1[CH:7]=[C:6]([Cl:8])[CH:5]=[CH:4][C:3]=1[NH:9][C:10]1[CH:18]=[CH:17][CH:16]=[CH:15][C:11]=1[C:12](O)=[O:13].C1(OC2C=CC=CC=2)C=CC=CC=1. No catalyst specified. The product is [Cl:8][C:6]1[CH:5]=[CH:4][C:3]2[NH:9][C:10]3[CH:18]=[CH:17][CH:16]=[CH:15][C:11]=3[C:12](=[O:13])[NH:1][C:2]=2[CH:7]=1. The yield is 0.760. (4) The reactants are [CH:1]1([NH:7][C:8]2[N:16]=[C:15]([NH:17][C:18]3[CH:26]=[CH:25][C:21]([C:22]([OH:24])=O)=[CH:20][C:19]=3[CH3:27])[N:14]=[C:13]3[C:9]=2[N:10]=[CH:11][NH:12]3)[CH2:6][CH2:5][CH2:4][CH2:3][CH2:2]1.[N:28]1[CH:33]=[CH:32][CH:31]=[C:30]([CH2:34][CH2:35][NH2:36])[CH:29]=1.Cl.CN(C)CCCN=C=NCC.ON1C2N=CC=CC=2N=N1.CN1CCOCC1. The catalyst is CN(C=O)C.O. The product is [CH:1]1([NH:7][C:8]2[N:16]=[C:15]([NH:17][C:18]3[CH:26]=[CH:25][C:21]([C:22]([NH:36][CH2:35][CH2:34][C:30]4[CH:29]=[N:28][CH:33]=[CH:32][CH:31]=4)=[O:24])=[CH:20][C:19]=3[CH3:27])[N:14]=[C:13]3[C:9]=2[N:10]=[CH:11][NH:12]3)[CH2:6][CH2:5][CH2:4][CH2:3][CH2:2]1. The yield is 0.800.